From a dataset of Full USPTO retrosynthesis dataset with 1.9M reactions from patents (1976-2016). Predict the reactants needed to synthesize the given product. (1) Given the product [O:35]=[C:25]1[N:24]([CH:21]2[CH2:22][CH2:23][N:18]([C:16]([O-:17])=[O:36])[CH2:19][CH2:20]2)[CH2:30][CH2:29][C:28]2[CH:31]=[CH:32][CH:33]=[CH:34][C:27]=2[NH:26]1.[Cl:1][C:2]1[CH:3]=[C:4]([CH:5]=[C:6]([CH3:9])[C:7]=1[OH:8])[CH2:10][C@@H:11]([NH-:15])[C:12](=[O:14])[N:45]1[CH2:44][CH2:43][N:42]([CH:39]2[CH2:40][CH2:41][O:36][CH2:37][CH2:38]2)[CH2:47][CH2:46]1, predict the reactants needed to synthesize it. The reactants are: [Cl:1][C:2]1[CH:3]=[C:4]([CH2:10][C@@H:11]([NH:15][C:16]([N:18]2[CH2:23][CH2:22][CH:21]([N:24]3[CH2:30][CH2:29][C:28]4[CH:31]=[CH:32][CH:33]=[CH:34][C:27]=4[NH:26][C:25]3=[O:35])[CH2:20][CH2:19]2)=[O:17])[C:12]([OH:14])=O)[CH:5]=[C:6]([CH3:9])[C:7]=1[OH:8].[O:36]1[CH2:41][CH2:40][CH:39]([N:42]2[CH2:47][CH2:46][NH:45][CH2:44][CH2:43]2)[CH2:38][CH2:37]1. (2) Given the product [CH2:28]([C:35]1[O:36][C:37]([CH3:41])=[C:38]([CH3:40])[C:39]=1[C:9]([C:8]1[CH:12]=[CH:13][C:14]([O:15][CH3:16])=[C:6]([CH:1]2[CH2:2][CH2:3][CH2:4][CH2:5]2)[CH:7]=1)=[O:11])[C:29]1[CH:30]=[CH:31][CH:32]=[CH:33][CH:34]=1, predict the reactants needed to synthesize it. The reactants are: [CH:1]1([C:6]2[CH:7]=[C:8]([CH:12]=[CH:13][C:14]=2[O:15][CH3:16])[C:9]([OH:11])=O)[CH2:5][CH2:4][CH2:3][CH2:2]1.C(Cl)(=O)C(Cl)=O.[Sn](Cl)(Cl)(Cl)Cl.[CH2:28]([C:35]1[O:36][C:37]([CH3:41])=[C:38]([CH3:40])[CH:39]=1)[C:29]1[CH:34]=[CH:33][CH:32]=[CH:31][CH:30]=1. (3) Given the product [Cl:1][C:2]1[N:3]=[C:4]([N:11]2[CH2:16][CH2:15][O:14][CH2:13][CH2:12]2)[C:5]2[S:10][C:9]([I:17])=[CH:8][C:6]=2[N:7]=1, predict the reactants needed to synthesize it. The reactants are: [Cl:1][C:2]1[N:3]=[C:4]([N:11]2[CH2:16][CH2:15][O:14][CH2:13][CH2:12]2)[C:5]2[S:10][CH:9]=[CH:8][C:6]=2[N:7]=1.[I:17]I. (4) Given the product [CH2:2]([O:4][C:5]([C:7]1[C:8]2[S:16][CH:15]=[C:14]([CH2:17][O:18][C:19]3[CH:24]=[CH:23][CH:22]=[C:21]([CH2:25][O:26][C:27]4[CH:32]=[CH:31][C:30]([Cl:33])=[CH:29][CH:28]=4)[CH:20]=3)[C:9]=2[C:10]([NH2:1])=[N:11][CH:12]=1)=[O:6])[CH3:3], predict the reactants needed to synthesize it. The reactants are: [NH3:1].[CH2:2]([O:4][C:5]([C:7]1[C:8]2[S:16][CH:15]=[C:14]([CH2:17][O:18][C:19]3[CH:24]=[CH:23][CH:22]=[C:21]([CH2:25][O:26][C:27]4[CH:32]=[CH:31][C:30]([Cl:33])=[CH:29][CH:28]=4)[CH:20]=3)[C:9]=2[C:10](Cl)=[N:11][CH:12]=1)=[O:6])[CH3:3]. (5) Given the product [F:2][C:3]1[CH:8]=[CH:7][C:6]([CH:9]([C:17]2[CH:18]=[CH:19][C:20]([F:23])=[CH:21][CH:22]=2)[CH:10]2[C:15](=[O:16])[CH2:14][CH2:13][N:12]([CH2:32][C:31]3[C:26]([O:25][CH3:24])=[N:27][C:28]([O:34][CH3:35])=[CH:29][CH:30]=3)[CH2:11]2)=[CH:5][CH:4]=1, predict the reactants needed to synthesize it. The reactants are: Cl.[F:2][C:3]1[CH:8]=[CH:7][C:6]([CH:9]([C:17]2[CH:22]=[CH:21][C:20]([F:23])=[CH:19][CH:18]=2)[CH:10]2[C:15](=[O:16])[CH2:14][CH2:13][NH:12][CH2:11]2)=[CH:5][CH:4]=1.[CH3:24][O:25][C:26]1[C:31]([CH2:32]O)=[CH:30][CH:29]=[C:28]([O:34][CH3:35])[N:27]=1.C(N(C(C)C)CC)(C)C.ClCCl. (6) Given the product [ClH:19].[Cl:19][C:20]1[CH:21]=[C:22]([CH:27]2[CH2:32][CH2:31][N:30]([CH2:3][C@H:2]([OH:4])[CH2:1][O:5][C:6]3[CH:7]=[C:8]([CH:16]=[CH:17][CH:18]=3)[CH:9]=[C:10]3[CH2:15][CH2:14][O:13][C:11]3=[O:12])[CH2:29][CH2:28]2)[CH:23]=[CH:24][C:25]=1[Cl:26], predict the reactants needed to synthesize it. The reactants are: [CH2:1]([O:5][C:6]1[CH:7]=[C:8]([CH:16]=[CH:17][CH:18]=1)[CH:9]=[C:10]1[CH2:15][CH2:14][O:13][C:11]1=[O:12])[C@H:2]1[O:4][CH2:3]1.[Cl:19][C:20]1[CH:21]=[C:22]([CH:27]2[CH2:32][CH2:31][NH:30][CH2:29][CH2:28]2)[CH:23]=[CH:24][C:25]=1[Cl:26]. (7) Given the product [C:28]([N:20]1[CH2:21][CH2:22][C:17]2[NH:16][N:15]=[C:14]([C:12]([N:11]([CH2:10][CH2:9][O:8][C:7]3[CH:24]=[CH:25][CH:26]=[CH:27][C:6]=3[C:2]([CH3:5])([CH3:3])[CH3:4])[CH3:23])=[O:13])[C:18]=2[CH2:19]1)(=[O:30])[CH3:29], predict the reactants needed to synthesize it. The reactants are: Cl.[C:2]([C:6]1[CH:27]=[CH:26][CH:25]=[CH:24][C:7]=1[O:8][CH2:9][CH2:10][N:11]([CH3:23])[C:12]([C:14]1[C:18]2[CH2:19][NH:20][CH2:21][CH2:22][C:17]=2[NH:16][N:15]=1)=[O:13])([CH3:5])([CH3:4])[CH3:3].[C:28](Cl)(=[O:30])[CH3:29]. (8) Given the product [C:15]([O:18][CH2:19][C:20]([O:1][N:2]1[C:6](=[O:7])[CH2:5][CH2:4][C:3]1=[O:8])=[O:21])(=[O:17])[CH3:16], predict the reactants needed to synthesize it. The reactants are: [OH:1][N:2]1[C:6](=[O:7])[CH2:5][CH2:4][C:3]1=[O:8].N1C=CC=CC=1.[C:15]([O:18][CH2:19][C:20](Cl)=[O:21])(=[O:17])[CH3:16]. (9) Given the product [CH3:1][C:2]1[CH:3]=[C:4]([CH:10]=[CH:11][C:12]=1[CH2:13][CH2:14][S:22][Si:21]([C:23]1[CH:24]=[CH:25][CH:26]=[CH:27][CH:28]=1)([C:29]1[CH:34]=[CH:33][CH:32]=[CH:31][CH:30]=1)[C:15]1[CH:16]=[CH:17][CH:18]=[CH:19][CH:20]=1)[C:5]([N:7]([CH3:9])[CH3:8])=[O:6], predict the reactants needed to synthesize it. The reactants are: [CH3:1][C:2]1[CH:3]=[C:4]([CH:10]=[CH:11][C:12]=1[CH:13]=[CH2:14])[C:5]([N:7]([CH3:9])[CH3:8])=[O:6].[C:15]1([Si:21]([C:29]2[CH:34]=[CH:33][CH:32]=[CH:31][CH:30]=2)([C:23]2[CH:28]=[CH:27][CH:26]=[CH:25][CH:24]=2)[SH:22])[CH:20]=[CH:19][CH:18]=[CH:17][CH:16]=1.CC(N=NC(C#N)(C)C)(C#N)C.N#N.